From a dataset of Peptide-MHC class I binding affinity with 185,985 pairs from IEDB/IMGT. Regression. Given a peptide amino acid sequence and an MHC pseudo amino acid sequence, predict their binding affinity value. This is MHC class I binding data. (1) The peptide sequence is KTNDINVRR. The MHC is HLA-A33:01 with pseudo-sequence HLA-A33:01. The binding affinity (normalized) is 0.101. (2) The peptide sequence is IVAMLLTHGA. The MHC is HLA-A68:02 with pseudo-sequence HLA-A68:02. The binding affinity (normalized) is 0.425. (3) The peptide sequence is KLPRMFLPK. The MHC is HLA-A69:01 with pseudo-sequence HLA-A69:01. The binding affinity (normalized) is 0.0847. (4) The peptide sequence is TWRDMAHTLI. The MHC is HLA-A24:02 with pseudo-sequence HLA-A24:02. The binding affinity (normalized) is 0.449.